Predict the reactants needed to synthesize the given product. From a dataset of Full USPTO retrosynthesis dataset with 1.9M reactions from patents (1976-2016). (1) Given the product [C:1]([O:6][C:7]1([CH2:17][CH3:18])[CH:8]2[CH2:16][CH:12]3[CH2:11][CH:10]([CH2:15][CH:14]1[CH2:13]3)[CH2:9]2)(=[O:5])[C:2]([CH3:4])=[CH2:3].[C:19]([O:22][C:23]1[CH:30]=[CH:29][C:26]([CH:27]=[CH2:28])=[CH:25][CH:24]=1)(=[O:21])[CH3:20], predict the reactants needed to synthesize it. The reactants are: [C:1]([O:6][C:7]1([CH2:17][CH3:18])[CH:14]2[CH2:15][CH:10]3[CH2:11][CH:12]([CH2:16][CH:8]1[CH2:9]3)[CH2:13]2)(=[O:5])[C:2]([CH3:4])=[CH2:3].[C:19]([O:22][C:23]1[CH:30]=[CH:29][C:26]([CH:27]=[CH2:28])=[CH:25][CH:24]=1)(=[O:21])[CH3:20].N(C(C)(C)C(OC)=O)=NC(C)(C)C(OC)=O.CO. (2) Given the product [O:44]1[C:48]2[CH:49]=[CH:50][C:51]([S:53]([N:19]([CH2:18][C@@H:17]([OH:24])[C@@H:16]([N:8]([CH2:9][C:10]3[CH:15]=[CH:14][CH:13]=[CH:12][CH:11]=3)[CH2:7][C:1]3[CH:2]=[CH:3][CH:4]=[CH:5][CH:6]=3)[CH2:25][C:26]3[CH:31]=[CH:30][CH:29]=[CH:28][CH:27]=3)[CH2:20][CH:21]([CH3:23])[CH3:22])(=[O:54])=[O:55])=[CH:52][C:47]=2[O:46][CH2:45]1, predict the reactants needed to synthesize it. The reactants are: [C:1]1([CH2:7][N:8]([C@@H:16]([CH2:25][C:26]2[CH:31]=[CH:30][CH:29]=[CH:28][CH:27]=2)[C@H:17]([OH:24])[CH2:18][NH:19][CH2:20][CH:21]([CH3:23])[CH3:22])[CH2:9][C:10]2[CH:15]=[CH:14][CH:13]=[CH:12][CH:11]=2)[CH:6]=[CH:5][CH:4]=[CH:3][CH:2]=1.C(O)(=O)C(O)=O.C(=O)([O-])[O-].[K+].[K+].[O:44]1[C:48]2[CH:49]=[CH:50][C:51]([S:53](Cl)(=[O:55])=[O:54])=[CH:52][C:47]=2[O:46][CH2:45]1.C(OCC)(=O)C. (3) Given the product [Cl:1][C:2]1[C:3]([F:22])=[C:4]([C:12]2[CH:13]=[N:14][CH:15]=[C:16]([S:18]([CH3:21])(=[O:20])=[O:19])[CH:17]=2)[C:5]([O:11][CH2:23][CH3:24])=[C:6]([C:8](=[O:10])[CH3:9])[CH:7]=1, predict the reactants needed to synthesize it. The reactants are: [Cl:1][C:2]1[C:3]([F:22])=[C:4]([C:12]2[CH:13]=[N:14][CH:15]=[C:16]([S:18]([CH3:21])(=[O:20])=[O:19])[CH:17]=2)[C:5]([OH:11])=[C:6]([C:8](=[O:10])[CH3:9])[CH:7]=1.[CH2:23](O)[CH3:24].C1(P(C2C=CC=CC=2)C2C=CC=CC=2)C=CC=CC=1.N(C(OC(C)C)=O)=NC(OC(C)C)=O. (4) Given the product [F:47][C:46]([F:49])([F:48])[C:44]([OH:50])=[O:45].[C:38]1([C:16]2[CH:15]=[C:14]([CH:11]3[CH2:10][CH2:9][NH:8][CH2:13][CH2:12]3)[CH:19]=[CH:18][C:17]=2[NH:20][C:21]([C:23]2[NH:24][CH:25]=[C:26]([C:28]#[N:29])[N:27]=2)=[O:22])[CH2:43][CH2:42][CH2:41][CH2:40][CH:39]=1, predict the reactants needed to synthesize it. The reactants are: C(OC([N:8]1[CH2:13][CH2:12][CH:11]([C:14]2[CH:19]=[CH:18][C:17]([NH:20][C:21]([C:23]3[N:24](COCC[Si](C)(C)C)[CH:25]=[C:26]([C:28]#[N:29])[N:27]=3)=[O:22])=[C:16]([C:38]3[CH2:43][CH2:42][CH2:41][CH2:40][CH:39]=3)[CH:15]=2)[CH2:10][CH2:9]1)=O)(C)(C)C.[C:44]([OH:50])([C:46]([F:49])([F:48])[F:47])=[O:45]. (5) Given the product [N+:1]([C:4]1[CH:5]=[C:6]([N:10]2[C:11]3[C:12](=[CH:15][CH:16]=[CH:17][N:18]=3)[CH:13]=[C:28]([CH2:27][CH2:26][CH2:25][C:22]3[CH:21]=[CH:20][N:19]=[CH:24][CH:23]=3)[C:29]2=[O:30])[CH:7]=[CH:8][CH:9]=1)([O-:3])=[O:2], predict the reactants needed to synthesize it. The reactants are: [N+:1]([C:4]1[CH:5]=[C:6]([NH:10][C:11]2[N:18]=[CH:17][CH:16]=[CH:15][C:12]=2[CH:13]=O)[CH:7]=[CH:8][CH:9]=1)([O-:3])=[O:2].[N:19]1[CH:24]=[CH:23][C:22]([CH2:25][CH2:26][CH2:27][CH2:28][C:29](OCC)=[O:30])=[CH:21][CH:20]=1.[Li+].CC([N-]C(C)C)C.